Task: Regression. Given two drug SMILES strings and cell line genomic features, predict the synergy score measuring deviation from expected non-interaction effect.. Dataset: NCI-60 drug combinations with 297,098 pairs across 59 cell lines (1) Drug 2: C1C(C(OC1N2C=NC3=C(N=C(N=C32)Cl)N)CO)O. Cell line: SNB-19. Drug 1: CC(C1=C(C=CC(=C1Cl)F)Cl)OC2=C(N=CC(=C2)C3=CN(N=C3)C4CCNCC4)N. Synergy scores: CSS=6.36, Synergy_ZIP=-3.81, Synergy_Bliss=-1.32, Synergy_Loewe=-4.39, Synergy_HSA=-1.13. (2) Synergy scores: CSS=23.9, Synergy_ZIP=-8.12, Synergy_Bliss=-4.13, Synergy_Loewe=-2.80, Synergy_HSA=-1.95. Drug 2: CC(C)(C#N)C1=CC(=CC(=C1)CN2C=NC=N2)C(C)(C)C#N. Drug 1: C1=CN(C(=O)N=C1N)C2C(C(C(O2)CO)O)O.Cl. Cell line: SF-539. (3) Drug 1: CS(=O)(=O)C1=CC(=C(C=C1)C(=O)NC2=CC(=C(C=C2)Cl)C3=CC=CC=N3)Cl. Drug 2: CCCS(=O)(=O)NC1=C(C(=C(C=C1)F)C(=O)C2=CNC3=C2C=C(C=N3)C4=CC=C(C=C4)Cl)F. Cell line: KM12. Synergy scores: CSS=19.5, Synergy_ZIP=-1.80, Synergy_Bliss=3.83, Synergy_Loewe=-6.98, Synergy_HSA=1.74. (4) Drug 1: CN1C(=O)N2C=NC(=C2N=N1)C(=O)N. Drug 2: C1CCC(C(C1)N)N.C(=O)(C(=O)[O-])[O-].[Pt+4]. Cell line: COLO 205. Synergy scores: CSS=33.2, Synergy_ZIP=-3.16, Synergy_Bliss=-4.51, Synergy_Loewe=-2.27, Synergy_HSA=0.699. (5) Drug 1: C1=CC(=CC=C1CCC2=CNC3=C2C(=O)NC(=N3)N)C(=O)NC(CCC(=O)O)C(=O)O. Drug 2: C1=CC(=C2C(=C1NCCNCCO)C(=O)C3=C(C=CC(=C3C2=O)O)O)NCCNCCO. Cell line: RPMI-8226. Synergy scores: CSS=53.4, Synergy_ZIP=-9.50, Synergy_Bliss=-13.9, Synergy_Loewe=-9.49, Synergy_HSA=-6.96.